From a dataset of Full USPTO retrosynthesis dataset with 1.9M reactions from patents (1976-2016). Predict the reactants needed to synthesize the given product. (1) The reactants are: [F:1][C:2]1[CH:7]=[CH:6][C:5]([S:8](Cl)(=[O:10])=[O:9])=[CH:4][C:3]=1[CH3:12].[CH2:13]([O:15][C:16](=[O:28])[CH:17]([NH2:27])[CH:18]([C:23]([F:26])([F:25])[F:24])[C:19]([F:22])([F:21])[F:20])[CH3:14].N1C=CC=CC=1. Given the product [CH2:13]([O:15][C:16](=[O:28])[CH:17]([NH:27][S:8]([C:5]1[CH:6]=[CH:7][C:2]([F:1])=[C:3]([CH3:12])[CH:4]=1)(=[O:10])=[O:9])[CH:18]([C:19]([F:22])([F:20])[F:21])[C:23]([F:25])([F:26])[F:24])[CH3:14], predict the reactants needed to synthesize it. (2) Given the product [CH:1]([CH:3]([CH2:14][CH2:15][O:16][Si:17]([C:20]([CH3:23])([CH3:22])[CH3:21])([CH3:19])[CH3:18])[CH2:4][CH2:5][O:6][Si:7]([C:10]([CH3:13])([CH3:12])[CH3:11])([CH3:9])[CH3:8])=[O:33], predict the reactants needed to synthesize it. The reactants are: [C:1]([CH:3]([CH2:14][CH2:15][O:16][Si:17]([C:20]([CH3:23])([CH3:22])[CH3:21])([CH3:19])[CH3:18])[CH2:4][CH2:5][O:6][Si:7]([C:10]([CH3:13])([CH3:12])[CH3:11])([CH3:9])[CH3:8])#N.CC(C[AlH]CC(C)C)C.[OH2:33].[OH-].[Na+].